This data is from Forward reaction prediction with 1.9M reactions from USPTO patents (1976-2016). The task is: Predict the product of the given reaction. (1) Given the reactants [NH2:1][C:2]1[N:3]=[C:4]([CH3:17])[N:5]([CH3:16])[C:6]=1[C:7]([C:9]1[CH:14]=[CH:13][C:12]([CH3:15])=[CH:11][CH:10]=1)=O.O=[C:19]([CH3:30])[CH2:20][CH:21]([CH2:27][CH2:28][CH3:29])[C:22]([O:24][CH2:25][CH3:26])=[O:23].Cl[Si](C)(C)C.O, predict the reaction product. The product is: [CH3:16][N:5]1[C:6]2[C:2](=[N:1][C:19]([CH3:30])=[C:20]([CH:21]([CH2:27][CH2:28][CH3:29])[C:22]([O:24][CH2:25][CH3:26])=[O:23])[C:7]=2[C:9]2[CH:14]=[CH:13][C:12]([CH3:15])=[CH:11][CH:10]=2)[N:3]=[C:4]1[CH3:17]. (2) Given the reactants F[C:2](F)(F)[C:3]([O-])=O.[C:8]([NH:11][C:12]1[S:20][C:15]2[CH2:16][NH2+:17][CH2:18][CH2:19][C:14]=2[C:13]=1[C:21]1[S:22][C:23]([CH3:27])=[C:24]([CH3:26])[N:25]=1)(=[O:10])[CH3:9].C(=O)C.C(O[BH-](OC(=O)C)OC(=O)C)(=O)C.[Na+], predict the reaction product. The product is: [CH3:26][C:24]1[N:25]=[C:21]([C:13]2[C:14]3[CH2:19][CH2:18][N:17]([CH2:2][CH3:3])[CH2:16][C:15]=3[S:20][C:12]=2[NH:11][C:8](=[O:10])[CH3:9])[S:22][C:23]=1[CH3:27].